This data is from Full USPTO retrosynthesis dataset with 1.9M reactions from patents (1976-2016). The task is: Predict the reactants needed to synthesize the given product. (1) Given the product [CH:26]1([CH2:29][NH:30][C:21]([C:20]2[CH:19]=[CH:18][C:17]([S:14]([NH:13][C:4]3[CH:3]=[C:2]([F:1])[C:7]([C:8]([OH:10])=[O:9])=[C:6]([F:12])[CH:5]=3)(=[O:15])=[O:16])=[CH:25][CH:24]=2)=[O:22])[CH2:28][CH2:27]1, predict the reactants needed to synthesize it. The reactants are: [F:1][C:2]1[CH:3]=[C:4]([NH:13][S:14]([C:17]2[CH:25]=[CH:24][C:20]([C:21](O)=[O:22])=[CH:19][CH:18]=2)(=[O:16])=[O:15])[CH:5]=[C:6]([F:12])[C:7]=1[C:8]([O:10]C)=[O:9].[CH:26]1([CH2:29][NH2:30])[CH2:28][CH2:27]1.CN(C(ON1N=NC2C=CC=NC1=2)=[N+](C)C)C.F[P-](F)(F)(F)(F)F.C1C=NC2N(O)N=NC=2C=1.C(N(CC)CC)C. (2) Given the product [CH2:1]([N:17]1[CH2:16][C:15]2([CH2:20][CH2:21][C:12]([N:11]([CH3:10])[CH3:28])([C:22]3[S:23][C:24]([CH3:27])=[CH:25][CH:26]=3)[CH2:13][CH2:14]2)[CH2:19][CH2:18]1)[CH2:2][CH2:3][CH3:4], predict the reactants needed to synthesize it. The reactants are: [CH:1](=O)[CH2:2][CH2:3][CH3:4].C([BH3-])#N.[Na+].[CH3:10][N:11]([CH3:28])[C:12]1([C:22]2[S:23][C:24]([CH3:27])=[CH:25][CH:26]=2)[CH2:21][CH2:20][C:15]2([CH2:19][CH2:18][NH:17][CH2:16]2)[CH2:14][CH2:13]1.C(=O)(O)[O-].[K+].